This data is from Retrosynthesis with 50K atom-mapped reactions and 10 reaction types from USPTO. The task is: Predict the reactants needed to synthesize the given product. (1) Given the product CCOC(=O)C1(c2ccc(-c3ccc(-c4onc(C)c4C(O)C(=O)N[C@H](C)c4ccccc4)cc3)cc2)CC1, predict the reactants needed to synthesize it. The reactants are: CCOC(=O)C1(c2ccc(B3OC(C)(C)C(C)(C)O3)cc2)CC1.Cc1noc(-c2ccc(Br)cc2)c1C(O)C(=O)N[C@H](C)c1ccccc1. (2) Given the product CN(CCCCCOc1ccc(C2C(CCC(O)c3ccc(F)cc3)C(=O)N2c2ccc(F)cc2)cc1)CC(O)C(O)C(O)C(O)CO, predict the reactants needed to synthesize it. The reactants are: CNCC(O)C(O)C(O)C(O)CO.O=C1C(CCC(O)c2ccc(F)cc2)C(c2ccc(OCCCCCI)cc2)N1c1ccc(F)cc1. (3) Given the product O=C(c1cc(Cl)c(O)c(Cl)c1)N1CCOc2ccc([N+](=O)[O-])cc21, predict the reactants needed to synthesize it. The reactants are: O=C(Cl)c1cc(Cl)c(O)c(Cl)c1.O=[N+]([O-])c1ccc2c(c1)NCCO2. (4) The reactants are: CCCN1Cc2cc(Oc3cccc(CN)c3)ccc2N=C1NC(=O)OC(C)(C)C.Cc1cc(C)c(C=O)c(C)c1. Given the product CCCN1Cc2cc(Oc3cccc(CNCc4c(C)cc(C)cc4C)c3)ccc2N=C1NC(=O)OC(C)(C)C, predict the reactants needed to synthesize it. (5) Given the product Cc1c(NCCN2CCCC2)cc(-c2nc(-c3ccccc3)no2)cc1N1CCNCC1, predict the reactants needed to synthesize it. The reactants are: Cc1c(NCCN2CCCC2)cc(-c2nc(-c3ccccc3)no2)cc1N1CCN(C(=O)OC(C)(C)C)CC1. (6) Given the product COc1cc2c(cc1OC)C(Oc1ccccc1)CN(CCCOc1ccccc1)CC2, predict the reactants needed to synthesize it. The reactants are: BrCCCOc1ccccc1.COc1cc2c(cc1OC)C(Oc1ccccc1)CNCC2. (7) Given the product O=C1S/C(=C\c2ccc3c(cnn3Cc3ccc(Cl)cc3C(F)(F)F)c2)C(=O)N1Cc1ccccn1, predict the reactants needed to synthesize it. The reactants are: BrCc1ccccn1.O=C1NC(=O)/C(=C/c2ccc3c(cnn3Cc3ccc(Cl)cc3C(F)(F)F)c2)S1. (8) Given the product CCOC(=O)C(C)(C)Oc1ccc(Cl)cc1C=C1C(=O)Nc2cc(Cl)ccc21, predict the reactants needed to synthesize it. The reactants are: CCOC(=O)C(C)(C)Oc1ccc(Cl)cc1C=O.O=C1Cc2ccc(Cl)cc2N1. (9) Given the product CCOC(Oc1ccc2ncccc2c1)C(=O)O, predict the reactants needed to synthesize it. The reactants are: CCOC(=O)C(OCC)Oc1ccc2ncccc2c1. (10) Given the product CCCCc1cccc(=O)n1Cc1ccc(OCc2ccccc2C#N)cc1, predict the reactants needed to synthesize it. The reactants are: CCCCc1cccc(=O)n1Cc1ccc(O)cc1.N#Cc1ccccc1CBr.